Task: Predict the reaction yield, written as a fraction of the theoretical maximum amount of product (1.0 means a 100% yield; for example, 0.34 means a 34% yield).. Dataset: Reaction yield outcomes from USPTO patents with 853,638 reactions (1) The reactants are Br[CH2:2][C:3]1[C:4]([O:6][C:7](=[O:10])[C:8]=1[CH3:9])=[O:5].[OH-:11].[Na+].Cl.[Cl-].[Na+]. The catalyst is CCCCCC.C(OCC)(=O)C. The product is [OH:11][CH2:2][C:3]1[C:4]([O:6][C:7](=[O:10])[C:8]=1[CH3:9])=[O:5]. The yield is 0.260. (2) The catalyst is CC(C)=O.C(Cl)Cl.O. The yield is 0.430. The product is [C:68]([C:65]1[CH:64]=[CH:63][C:62]([C:60](=[O:61])[CH2:59][S:13][C@H:10]2[C:11](=[O:12])[N:8]([C:5]3[CH:6]=[CH:7][C:2]([F:1])=[CH:3][CH:4]=3)[C@@H:9]2[C:24]2[CH:25]=[CH:26][C:27]([O:28][CH2:29][C:30]([OH:32])=[O:31])=[CH:37][CH:38]=2)=[CH:67][CH:66]=1)([CH3:71])([CH3:69])[CH3:70]. The reactants are [F:1][C:2]1[CH:7]=[CH:6][C:5]([N:8]2[C:11](=[O:12])[C@H:10]([S:13]SC3C([N+]([O-])=O)=CC=CN=3)[C@H:9]2[C:24]2[CH:38]=[CH:37][C:27]([O:28][CH2:29][C:30]([O:32]C(C)(C)C)=[O:31])=[CH:26][CH:25]=2)=[CH:4][CH:3]=1.C1(P(C2C=CC=CC=2)C2C=CC=CC=2)C=CC=CC=1.Br[CH2:59][C:60]([C:62]1[CH:67]=[CH:66][C:65]([C:68]([CH3:71])([CH3:70])[CH3:69])=[CH:64][CH:63]=1)=[O:61].CCN(CC)CC. (3) The reactants are [CH2:1]([SnH:5]([CH2:10][CH2:11][CH2:12][CH3:13])[CH2:6][CH2:7][CH2:8][CH3:9])[CH2:2][CH2:3][CH3:4].[CH3:14][CH:15]([OH:19])[C:16]#[C:17][CH3:18]. The catalyst is C(Cl)Cl. The product is [CH2:10]([Sn:5]([CH2:1][CH2:2][CH2:3][CH3:4])([CH2:6][CH2:7][CH2:8][CH3:9])/[C:16](=[CH:17]\[CH3:18])/[CH:15]([OH:19])[CH3:14])[CH2:11][CH2:12][CH3:13]. The yield is 0.880. (4) The reactants are [N+:1]([C:4]1[CH:12]=[CH:11][CH:10]=[C:6]([C:7]([OH:9])=[O:8])[C:5]=1[C:13]([OH:15])=[O:14])([O-])=O.[H][H]. The catalyst is [Pd].C(O)C. The product is [NH2:1][C:4]1[CH:12]=[CH:11][CH:10]=[C:6]([C:7]([OH:9])=[O:8])[C:5]=1[C:13]([OH:15])=[O:14]. The yield is 0.840. (5) The reactants are [C:1]([O:5][C:6]([N:8]1[C:12]2[CH:13]=[CH:14][C:15]([C:17]#[N:18])=[CH:16][C:11]=2[NH:10][C:9]1=[O:19])=[O:7])([CH3:4])([CH3:3])[CH3:2].[C:20]([O:24][C:25](=[O:30])[CH:26](Br)[CH2:27][CH3:28])([CH3:23])([CH3:22])[CH3:21]. The catalyst is CN(C=O)C.C(OCC)(=O)C. The product is [C:1]([O:5][C:6]([N:8]1[C:12]2[CH:13]=[CH:14][C:15]([C:17]#[N:18])=[CH:16][C:11]=2[N:10]([CH:26]([C:25]([O:24][C:20]([CH3:23])([CH3:22])[CH3:21])=[O:30])[CH2:27][CH3:28])[C:9]1=[O:19])=[O:7])([CH3:4])([CH3:2])[CH3:3]. The yield is 0.720. (6) The reactants are Br[C:2]1[CH:23]=[CH:22][C:5]([C:6]([NH:8][S:9]([C:12]2[CH:17]=[CH:16][CH:15]=[CH:14][C:13]=2[S:18](=[O:21])(=[O:20])[NH2:19])(=[O:11])=[O:10])=[O:7])=[CH:4][C:3]=1[O:24][CH2:25][CH2:26][C:27]([F:30])([F:29])[F:28].[CH3:31][C:32]([CH3:36])([CH3:35])[C:33]#[CH:34]. No catalyst specified. The product is [CH3:31][C:32]([CH3:36])([CH3:35])[C:33]#[C:34][C:2]1[CH:23]=[CH:22][C:5]([C:6]([NH:8][S:9]([C:12]2[CH:17]=[CH:16][CH:15]=[CH:14][C:13]=2[S:18](=[O:21])(=[O:20])[NH2:19])(=[O:11])=[O:10])=[O:7])=[CH:4][C:3]=1[O:24][CH2:25][CH2:26][C:27]([F:30])([F:29])[F:28]. The yield is 0.350. (7) The reactants are [CH3:1][NH:2][CH2:3][C:4]1[S:5][CH:6]=[CH:7][CH:8]=1.[Cl:9][C:10]1[CH:15]=[CH:14][C:13]([C:16]2([C:21](Cl)=[O:22])[CH2:20][CH2:19][CH2:18][CH2:17]2)=[CH:12][CH:11]=1. The catalyst is C(Cl)Cl. The product is [CH3:1][N:2]([CH2:3][C:4]1[S:5][CH:6]=[CH:7][CH:8]=1)[C:21]([C:16]1([C:13]2[CH:12]=[CH:11][C:10]([Cl:9])=[CH:15][CH:14]=2)[CH2:17][CH2:18][CH2:19][CH2:20]1)=[O:22]. The yield is 0.910.